From a dataset of Forward reaction prediction with 1.9M reactions from USPTO patents (1976-2016). Predict the product of the given reaction. (1) The product is: [CH2:12]([NH:9][C:8]1[CH:10]=[CH:11][C:5]([O:4][CH:1]([CH3:3])[CH3:2])=[CH:6][CH:7]=1)[CH2:13][CH2:14][CH3:15]. Given the reactants [CH:1]([O:4][C:5]1[CH:11]=[CH:10][C:8]([NH2:9])=[CH:7][CH:6]=1)([CH3:3])[CH3:2].[CH:12](=O)[CH2:13][CH2:14][CH3:15], predict the reaction product. (2) Given the reactants Cl[C:2]1[O:3][C:4]([C:7]2[CH:14]=[CH:13][C:10]([C:11]#[N:12])=[CH:9][CH:8]=2)=[CH:5][N:6]=1.[NH:15]1[C:19]([C:20]2[CH:21]=[C:22]([CH:24]=[CH:25][CH:26]=2)[NH2:23])=[N:18][N:17]=[N:16]1, predict the reaction product. The product is: [NH:18]1[C:19]([C:20]2[CH:21]=[C:22]([NH:23][C:2]3[O:3][C:4]([C:7]4[CH:14]=[CH:13][C:10]([C:11]#[N:12])=[CH:9][CH:8]=4)=[CH:5][N:6]=3)[CH:24]=[CH:25][CH:26]=2)=[N:15][N:16]=[N:17]1.